Dataset: Reaction yield outcomes from USPTO patents with 853,638 reactions. Task: Predict the reaction yield, written as a fraction of the theoretical maximum amount of product (1.0 means a 100% yield; for example, 0.34 means a 34% yield). (1) The reactants are Br[C:2]1[CH:3]=[C:4]2[C:8](=[CH:9][CH:10]=1)[N:7]([CH2:11][C:12]([O:14][CH2:15][CH3:16])=[O:13])[CH:6]=[C:5]2[CH2:17][C:18]#[N:19].[C:20]1(B(O)O)[CH:25]=[CH:24][CH:23]=[CH:22][CH:21]=1.C([O-])([O-])=O.[Na+].[Na+].O. The catalyst is COCCOC.CC([O-])=O.CC([O-])=O.[Pd+2].C1C=CC(P(C2C=CC=CC=2)C2C=CC=CC=2)=CC=1. The product is [C:18]([CH2:17][C:5]1[C:4]2[C:8](=[CH:9][CH:10]=[C:2]([C:20]3[CH:25]=[CH:24][CH:23]=[CH:22][CH:21]=3)[CH:3]=2)[N:7]([CH2:11][C:12]([O:14][CH2:15][CH3:16])=[O:13])[CH:6]=1)#[N:19]. The yield is 0.450. (2) The reactants are [N+:1]([C:4]1[CH:9]=[CH:8][C:7]([C:10]([CH3:17])([CH3:16])[C:11]([O:13][CH2:14][CH3:15])=[O:12])=[CH:6][CH:5]=1)([O-])=O.C([O-])=O.[K+]. The catalyst is CCO.O.[Pd]. The product is [NH2:1][C:4]1[CH:5]=[CH:6][C:7]([C:10]([CH3:16])([CH3:17])[C:11]([O:13][CH2:14][CH3:15])=[O:12])=[CH:8][CH:9]=1. The yield is 0.850. (3) The reactants are Cl.[NH2:2][CH:3]([CH2:7][S:8][C:9]([CH3:12])([CH3:11])[CH3:10])[C:4]([OH:6])=[O:5].O.[C:14]1([CH3:24])[CH:19]=[CH:18][C:17]([S:20]([OH:23])(=[O:22])=[O:21])=[CH:16][CH:15]=1.[CH2:25](O)[C:26]1[CH:31]=[CH:30][CH:29]=[CH:28][CH:27]=1. The catalyst is C(Cl)(Cl)Cl. The product is [S:20]([C:17]1[CH:18]=[CH:19][C:14]([CH3:24])=[CH:15][CH:16]=1)([OH:23])(=[O:22])=[O:21].[CH2:25]([O:5][C:4](=[O:6])[CH:3]([NH2:2])[CH2:7][S:8][C:9]([CH3:12])([CH3:11])[CH3:10])[C:26]1[CH:31]=[CH:30][CH:29]=[CH:28][CH:27]=1. The yield is 0.790. (4) The reactants are O[CH2:2][C:3]1[CH:13]=[CH:12][C:6]2[S:7](=[O:11])(=[O:10])[CH2:8][CH2:9][C:5]=2[CH:4]=1.C1(P(C2C=CC=CC=2)C2C=CC=CC=2)C=CC=CC=1.C(Br)(Br)(Br)[Br:34]. The catalyst is C(Cl)Cl. The product is [Br:34][CH2:2][C:3]1[CH:13]=[CH:12][C:6]2[S:7](=[O:11])(=[O:10])[CH2:8][CH2:9][C:5]=2[CH:4]=1. The yield is 0.900. (5) The product is [C:17]([NH:25][C:26]([NH:8][C:7]1[C:6]([O:9][CH3:10])=[CH:5][N:4]=[C:3]([CH:11]2[CH2:16][CH2:15][O:14][CH2:13][CH2:12]2)[C:2]=1[I:1])=[S:27])(=[O:24])[C:18]1[CH:23]=[CH:22][CH:21]=[CH:20][CH:19]=1. The yield is 0.800. The reactants are [I:1][C:2]1[C:3]([CH:11]2[CH2:16][CH2:15][O:14][CH2:13][CH2:12]2)=[N:4][CH:5]=[C:6]([O:9][CH3:10])[C:7]=1[NH2:8].[C:17]([N:25]=[C:26]=[S:27])(=[O:24])[C:18]1[CH:23]=[CH:22][CH:21]=[CH:20][CH:19]=1. The catalyst is CC(C)=O. (6) The reactants are Br[C:2]1[S:6][C:5]([NH:7][C:8]([NH:10][C:11]2[CH:16]=[CH:15][C:14]([CH3:17])=[CH:13][C:12]=2[C:18]([CH:20]2[CH2:24][CH2:23][CH2:22][CH2:21]2)=[O:19])=[O:9])=[N:4][CH:3]=1.[SH:25][C:26]1[CH:31]=[CH:30][CH:29]=[CH:28][N:27]=1. No catalyst specified. The product is [CH:20]1([C:18]([C:12]2[CH:13]=[C:14]([CH3:17])[CH:15]=[CH:16][C:11]=2[NH:10][C:8]([NH:7][C:5]2[S:6][C:2]([S:25][C:26]3[CH:31]=[CH:30][CH:29]=[CH:28][N:27]=3)=[CH:3][N:4]=2)=[O:9])=[O:19])[CH2:24][CH2:23][CH2:22][CH2:21]1. The yield is 0.320. (7) The reactants are [CH2:1]([O:5][C:6]1[CH:7]=[C:8](/[CH:13]=[C:14](\[CH3:20])/[C:15]([O:17][CH2:18][CH3:19])=[O:16])[CH:9]=[CH:10][C:11]=1I)[CH2:2][CH2:3][CH3:4].[CH2:21]([NH:28][C:29](=[O:47])[N:30]([CH3:46])[C:31]1[CH:36]=[CH:35][CH:34]=[C:33](B2OC(C)(C)C(C)(C)O2)[CH:32]=1)[CH2:22][CH2:23][CH2:24][CH2:25][CH2:26][CH3:27].P([O-])([O-])([O-])=O.[K+].[K+].[K+].[Cl-].[NH4+]. The catalyst is CN(C)C=O.C([O-])(=O)C.[Pd+2].C([O-])(=O)C.C1(P(C2CCCCC2)C2C=CC=CC=2C2C=CC=CC=2)CCCCC1. The product is [CH2:1]([O:5][C:6]1[CH:7]=[C:8](/[CH:13]=[C:14](\[CH3:20])/[C:15]([O:17][CH2:18][CH3:19])=[O:16])[CH:9]=[CH:10][C:11]=1[C:35]1[CH:34]=[CH:33][CH:32]=[C:31]([N:30]([CH3:46])[C:29]([NH:28][CH2:21][CH2:22][CH2:23][CH2:24][CH2:25][CH2:26][CH3:27])=[O:47])[CH:36]=1)[CH2:2][CH2:3][CH3:4]. The yield is 0.840. (8) The reactants are N[C:2]1[C:10]([Cl:11])=[CH:9][C:5]([C:6]([OH:8])=[O:7])=[C:4]([O:12][CH3:13])[CH:3]=1.Cl.N([O-])=O.[Na+].[Cu](C#N)[C:20]#[N:21].[C-]#N.[Na+]. The catalyst is O.C(OCC)(=O)C. The product is [Cl:11][C:10]1[C:2]([C:20]#[N:21])=[CH:3][C:4]([O:12][CH3:13])=[C:5]([CH:9]=1)[C:6]([OH:8])=[O:7]. The yield is 0.620. (9) The reactants are [O:1]=[C:2]1[CH2:6][CH2:5][CH:4]([CH2:7][C:8]2[N:13]=[C:12]([NH:14][C:15](=[O:21])[O:16][C:17]([CH3:20])([CH3:19])[CH3:18])[CH:11]=[CH:10][CH:9]=2)[CH2:3]1.[BH4-].[Na+]. The catalyst is O1CCCC1. The product is [OH:1][CH:2]1[CH2:6][CH2:5][CH:4]([CH2:7][C:8]2[N:13]=[C:12]([NH:14][C:15](=[O:21])[O:16][C:17]([CH3:19])([CH3:18])[CH3:20])[CH:11]=[CH:10][CH:9]=2)[CH2:3]1. The yield is 0.820. (10) The yield is 0.980. The product is [CH2:1]([O:3][C:4]([C:6]1[N:15]([C@H:32]([CH3:34])[CH2:33][NH:29][C:27]([O:26][C:22]([CH3:25])([CH3:24])[CH3:23])=[O:28])[C:9]2=[N:10][C:11]([Cl:14])=[CH:12][CH:13]=[C:8]2[CH:7]=1)=[O:5])[CH3:2]. The reactants are [CH2:1]([O:3][C:4]([C:6]1[NH:15][C:9]2=[N:10][C:11]([Cl:14])=[CH:12][CH:13]=[C:8]2[CH:7]=1)=[O:5])[CH3:2].CC(C)([O-])C.[K+].[C:22]([O:26][C:27]([N:29]1[CH2:33][C@H:32]([CH3:34])OS1(=O)=O)=[O:28])([CH3:25])([CH3:24])[CH3:23]. The catalyst is CN(C)C=O.